This data is from Reaction yield outcomes from USPTO patents with 853,638 reactions. The task is: Predict the reaction yield, written as a fraction of the theoretical maximum amount of product (1.0 means a 100% yield; for example, 0.34 means a 34% yield). The reactants are O.C([O-])(=O)C.[Na+].[Cl:7][C:8]1[C:9]([OH:18])=[C:10]([CH:12]=[C:13]([Cl:17])[C:14]=1[CH2:15][CH3:16])[NH2:11].[CH3:19][C:20]([C:24]1[CH:36]=[C:35]([C:37]([CH3:41])([CH3:40])[CH2:38][CH3:39])[CH:34]=[CH:33][C:25]=1[O:26][CH:27]([CH2:31][CH3:32])[C:28](Cl)=[O:29])([CH3:23])[CH2:21][CH3:22]. The catalyst is CCCCCCC.C1(C)C=CC=CC=1. The product is [CH3:23][C:20]([C:24]1[CH:36]=[C:35]([C:37]([CH3:40])([CH3:41])[CH2:38][CH3:39])[CH:34]=[CH:33][C:25]=1[O:26][CH:27]([CH2:31][CH3:32])[C:28]([NH:11][C:10]1[CH:12]=[C:13]([Cl:17])[C:14]([CH2:15][CH3:16])=[C:8]([Cl:7])[C:9]=1[OH:18])=[O:29])([CH3:19])[CH2:21][CH3:22]. The yield is 0.900.